The task is: Predict the reaction yield, written as a fraction of the theoretical maximum amount of product (1.0 means a 100% yield; for example, 0.34 means a 34% yield).. This data is from Reaction yield outcomes from USPTO patents with 853,638 reactions. (1) No catalyst specified. The product is [NH2:13][CH2:12][CH:11]([CH3:21])[CH2:10][NH:9][C:7](=[O:8])[C:6]1[CH:22]=[CH:23][C:3]([C:1]#[N:2])=[CH:4][CH:5]=1. The yield is 0.930. The reactants are [C:1]([C:3]1[CH:23]=[CH:22][C:6]([C:7]([NH:9][CH2:10][CH:11]([CH3:21])[CH2:12][NH:13]C(=O)OC(C)(C)C)=[O:8])=[CH:5][CH:4]=1)#[N:2].C(O)(C(F)(F)F)=O. (2) The reactants are [H-].[Na+].[I-].[CH3:4][S+](C)(C)=O.[C:9]([C:12]1[N:13]=[N:14][N:15]([CH:17]2[CH2:22][CH2:21][N:20]([C:23]3[CH:28]=[CH:27][C:26]([N:29]4[CH2:33][C@H:32]([CH2:34][NH:35][C:36](=[O:38])[CH3:37])[O:31][C:30]4=[O:39])=[CH:25][C:24]=3[F:40])[CH2:19][CH2:18]2)[CH:16]=1)(=[O:11])[CH3:10]. The catalyst is CS(C)=O. The product is [CH3:10][C:9]1([C:12]2[N:13]=[N:14][N:15]([CH:17]3[CH2:18][CH2:19][N:20]([C:23]4[CH:28]=[CH:27][C:26]([N:29]5[CH2:33][C@H:32]([CH2:34][NH:35][C:36](=[O:38])[CH3:37])[O:31][C:30]5=[O:39])=[CH:25][C:24]=4[F:40])[CH2:21][CH2:22]3)[CH:16]=2)[CH2:4][O:11]1. The yield is 0.700.